Dataset: Reaction yield outcomes from USPTO patents with 853,638 reactions. Task: Predict the reaction yield, written as a fraction of the theoretical maximum amount of product (1.0 means a 100% yield; for example, 0.34 means a 34% yield). The reactants are [F:1][C:2]1[CH:3]=[C:4]([C@:15]([NH:30][C:31]([NH:33][C:34]2([CH2:37]O)[CH2:36][CH2:35]2)=[O:32])([C:23]2[CH:28]=[CH:27][C:26]([F:29])=[CH:25][CH:24]=2)[CH2:16][C:17]2[CH:22]=[CH:21][CH:20]=[CH:19][CH:18]=2)[CH:5]=[C:6]([O:8][C:9]([F:14])([F:13])[CH:10]([F:12])[F:11])[CH:7]=1.C1C=CC(P(C2C=CC=CC=2)C2C=CC=CC=2)=CC=1.C(Br)(Br)(Br)[Br:59]. The catalyst is CCOCC. The product is [Br:59][CH2:37][C:34]1([NH:33][C:31]([NH:30][C@@:15]([C:4]2[CH:5]=[C:6]([O:8][C:9]([F:14])([F:13])[CH:10]([F:12])[F:11])[CH:7]=[C:2]([F:1])[CH:3]=2)([C:23]2[CH:28]=[CH:27][C:26]([F:29])=[CH:25][CH:24]=2)[CH2:16][C:17]2[CH:22]=[CH:21][CH:20]=[CH:19][CH:18]=2)=[O:32])[CH2:36][CH2:35]1. The yield is 0.170.